Dataset: Reaction yield outcomes from USPTO patents with 853,638 reactions. Task: Predict the reaction yield, written as a fraction of the theoretical maximum amount of product (1.0 means a 100% yield; for example, 0.34 means a 34% yield). The reactants are [N+:1]([C:4]1[CH:5]=[C:6]([NH2:10])[CH:7]=[CH:8][CH:9]=1)([O-:3])=[O:2].[N:11]([O-])=O.[Na+].[Cl:15][Sn]Cl.O. The catalyst is O.Cl. The product is [ClH:15].[N+:1]([C:4]1[CH:5]=[C:6]([NH:10][NH2:11])[CH:7]=[CH:8][CH:9]=1)([O-:3])=[O:2]. The yield is 0.730.